From a dataset of Full USPTO retrosynthesis dataset with 1.9M reactions from patents (1976-2016). Predict the reactants needed to synthesize the given product. (1) Given the product [F:19][C:13]1[CH:14]=[C:15]([F:18])[CH:16]=[CH:17][C:12]=1[C:3]1[N:4]=[C:5]2[C:10]([CH3:11])=[N:9][CH:8]=[CH:7][N:6]2[C:2]=1[C:26]1[CH:27]=[CH:28][C:29]2[N:30]([C:32]([CH:35]([CH3:37])[CH3:36])=[N:33][N:34]=2)[N:31]=1, predict the reactants needed to synthesize it. The reactants are: Br[C:2]1[N:6]2[CH:7]=[CH:8][N:9]=[C:10]([CH3:11])[C:5]2=[N:4][C:3]=1[C:12]1[CH:17]=[CH:16][C:15]([F:18])=[CH:14][C:13]=1[F:19].C([Mg]Cl)(C)C.I[C:26]1[CH:27]=[CH:28][C:29]2[N:30]([C:32]([CH:35]([CH3:37])[CH3:36])=[N:33][N:34]=2)[N:31]=1. (2) Given the product [C:31]([S:11][CH:5]([CH2:4][N:1]=[N+:2]=[N-:3])[CH2:6][C:7]([O:9][CH3:10])=[O:8])(=[O:32])[CH3:30], predict the reactants needed to synthesize it. The reactants are: [N:1]([CH2:4]/[CH:5]=[CH:6]/[C:7]([O:9][CH3:10])=[O:8])=[N+:2]=[N-:3].[S:11]1C=CC=C1CC(O)=O.CCN(C(C)C)C(C)C.C1C[O:32][CH2:31][CH2:30]1. (3) Given the product [CH3:13][C:12]([CH3:15])([CH3:14])[C:11]([C:10]1[C:4]2[C:5](=[N:6][CH:7]=[C:2]([C:25]3[CH:24]=[CH:23][CH:22]=[C:21]([O:20][CH2:17][CH2:18][CH3:19])[CH:26]=3)[N:3]=2)[NH:8][CH:9]=1)=[O:16], predict the reactants needed to synthesize it. The reactants are: Br[C:2]1[N:3]=[C:4]2[C:10]([C:11](=[O:16])[C:12]([CH3:15])([CH3:14])[CH3:13])=[CH:9][NH:8][C:5]2=[N:6][CH:7]=1.[CH2:17]([O:20][C:21]1[CH:22]=[C:23](B(O)O)[CH:24]=[CH:25][CH:26]=1)[CH2:18][CH3:19]. (4) Given the product [C:19]([O:23][C:24]([N:26]1[CH2:31][CH2:30][CH2:29][CH2:28][CH:27]1[C:32]([C:4]1[CH:13]=[CH:12][C:11]2[C:6](=[CH:7][CH:8]=[CH:9][CH:10]=2)[N:5]=1)=[O:37])=[O:25])([CH3:22])([CH3:21])[CH3:20], predict the reactants needed to synthesize it. The reactants are: [H-].[K+].Br[C:4]1[CH:13]=[CH:12][C:11]2[C:6](=[CH:7][CH:8]=[CH:9][CH:10]=2)[N:5]=1.C([Li])CCC.[C:19]([O:23][C:24]([N:26]1[CH2:31][CH2:30][CH2:29][CH2:28][CH:27]1[C:32](=[O:37])N(OC)C)=[O:25])([CH3:22])([CH3:21])[CH3:20]. (5) Given the product [NH2:1][C:2]1[C:10]([N+:11]([O-:13])=[O:12])=[CH:9][C:8]([Cl:14])=[CH:7][C:3]=1[C:4]([NH2:6])=[O:5], predict the reactants needed to synthesize it. The reactants are: [NH2:1][C:2]1[C:10]([N+:11]([O-:13])=[O:12])=[CH:9][CH:8]=[CH:7][C:3]=1[C:4]([NH2:6])=[O:5].[Cl:14]N1C(=O)CCC1=O. (6) Given the product [CH2:21]([NH:20][C:18]([NH:17][C:15]1[S:16][C:12]2[C:11](/[CH:24]=[N:25]/[O:26][CH3:27])=[CH:10][C:9]([OH:8])=[CH:23][C:13]=2[N:14]=1)=[O:19])[CH3:22], predict the reactants needed to synthesize it. The reactants are: C([O:8][C:9]1[CH:10]=[C:11](/[CH:24]=[N:25]/[O:26][CH3:27])[C:12]2[S:16][C:15]([NH:17][C:18]([NH:20][CH2:21][CH3:22])=[O:19])=[N:14][C:13]=2[CH:23]=1)C1C=CC=CC=1.CS(O)(=O)=O. (7) Given the product [CH2:8]([C:6]1[CH:5]=[CH:4][N:3]([C:16]2[CH:21]=[CH:20][C:19]3[C:22]4[CH2:23][NH:24][CH2:25][CH2:26][C:27]=4[O:28][C:18]=3[CH:17]=2)[C:2](=[O:1])[CH:7]=1)[CH2:9][C:10]1[CH:15]=[CH:14][CH:13]=[CH:12][CH:11]=1, predict the reactants needed to synthesize it. The reactants are: [O:1]=[C:2]1[CH:7]=[C:6]([CH2:8][CH2:9][C:10]2[CH:15]=[CH:14][CH:13]=[CH:12][CH:11]=2)[CH:5]=[CH:4][N:3]1[C:16]1[CH:21]=[CH:20][C:19]2[C:22]3[CH2:23][N:24](C(OC(C)(C)C)=O)[CH2:25][CH2:26][C:27]=3[O:28][C:18]=2[CH:17]=1.Cl.